Dataset: Forward reaction prediction with 1.9M reactions from USPTO patents (1976-2016). Task: Predict the product of the given reaction. (1) Given the reactants [Cl:1][C:2]1[CH:26]=[N:25][C:5]2[NH:6][C:7]3[C:12]([C:4]=2[CH:3]=1)=[C:11]([C:13]1[CH:18]=[CH:17][CH:16]=[C:15]([S:19]([CH2:22][CH3:23])(=[O:21])=[O:20])[CH:14]=1)[CH:10]=[CH:9][C:8]=3[OH:24].C(S(C1C=C(C2C=C[C:44]([O:47][CH2:48][CH2:49]CN(C)C)=[C:43]3C=2[C:40]2C=C(C)C=N[C:41]=2[NH:42]3)C=CC=1)(=O)=O)C, predict the reaction product. The product is: [Cl:1][C:2]1[CH:26]=[N:25][C:5]2[NH:6][C:7]3[C:12]([C:4]=2[CH:3]=1)=[C:11]([C:13]1[CH:18]=[CH:17][CH:16]=[C:15]([S:19]([CH2:22][CH3:23])(=[O:21])=[O:20])[CH:14]=1)[CH:10]=[CH:9][C:8]=3[O:24][CH2:40][CH2:41][N:42]1[CH2:43][CH2:44][O:47][CH2:48][CH2:49]1. (2) Given the reactants [CH2:1]([O:8][C:9]1[CH:14]=[CH:13][C:12]([C:15]2[N:23]([CH2:24][O:25][CH2:26][CH2:27][Si:28]([CH3:31])([CH3:30])[CH3:29])[C:22]3[C:21](=[O:32])[N:20]([CH2:33][CH2:34][CH3:35])[C:19](Cl)=[N:18][C:17]=3[N:16]=2)=[CH:11][CH:10]=1)[C:2]1[CH:7]=[CH:6][CH:5]=[CH:4][CH:3]=1.[F:37][C:38]([F:49])([F:48])[C:39]1[CH:40]=[C:41](B(O)O)[CH:42]=[CH:43][CH:44]=1.C([O-])(O)=O.[Na+], predict the reaction product. The product is: [CH2:1]([O:8][C:9]1[CH:14]=[CH:13][C:12]([C:15]2[N:23]([CH2:24][O:25][CH2:26][CH2:27][Si:28]([CH3:31])([CH3:30])[CH3:29])[C:22]3[C:21](=[O:32])[N:20]([CH2:33][CH2:34][CH3:35])[C:19]([C:43]4[CH:42]=[CH:41][CH:40]=[C:39]([C:38]([F:49])([F:48])[F:37])[CH:44]=4)=[N:18][C:17]=3[N:16]=2)=[CH:11][CH:10]=1)[C:2]1[CH:7]=[CH:6][CH:5]=[CH:4][CH:3]=1. (3) Given the reactants [Cl:1][C:2]1[C:3]([NH:25][C:26]2[CH:30]=[C:29]([CH3:31])[NH:28][N:27]=2)=[N:4][C:5]([NH:8][C:9]2[CH:14]=[C:13]([CH3:15])[C:12]([CH:16]3[CH2:21][CH2:20][N:19]([CH2:22][CH3:23])[CH2:18][CH2:17]3)=[CH:11][C:10]=2[F:24])=[N:6][CH:7]=1.C1C=C(Cl)C=C(C(OO)=[O:40])C=1, predict the reaction product. The product is: [Cl:1][C:2]1[C:3]([NH:25][C:26]2[CH:30]=[C:29]([CH3:31])[NH:28][N:27]=2)=[N:4][C:5]([NH:8][C:9]2[C:10]([F:24])=[CH:11][C:12]([CH:16]3[CH2:21][CH2:20][N+:19]([O-:40])([CH2:22][CH3:23])[CH2:18][CH2:17]3)=[C:13]([CH3:15])[CH:14]=2)=[N:6][CH:7]=1. (4) The product is: [Cl:13][C:14]1[CH:19]=[N:18][C:17]([F:20])=[C:16]([CH:15]=1)[CH:23]=[O:24]. Given the reactants C(NC(C)C)(C)C.C([Li])CCC.[Cl:13][C:14]1[CH:15]=[CH:16][C:17]([F:20])=[N:18][CH:19]=1.N1(C=O)CC[O:24][CH2:23]C1, predict the reaction product. (5) The product is: [N:1]([C:4]1[CH:5]=[CH:6][C:7]([OH:18])=[CH:8][CH:9]=1)=[N+:2]=[N-:3]. Given the reactants [N:1]([C:4]1[CH:5]=[C:6](O)[CH:7]=[CH:8][CH:9]=1)=[N+:2]=[N-:3].NC1C=CC([OH:18])=CC=1, predict the reaction product. (6) Given the reactants [CH3:1][NH:2][CH2:3][C:4]1[CH:9]=[CH:8][CH:7]=[CH:6][CH:5]=1.C(=O)([O-])[O-].[K+].[K+].Cl[CH2:17][C:18](=[O:20])[CH3:19], predict the reaction product. The product is: [CH2:3]([N:2]([CH3:1])[CH2:17][C:18]([CH3:19])=[O:20])[C:4]1[CH:9]=[CH:8][CH:7]=[CH:6][CH:5]=1. (7) Given the reactants [NH2:1][C:2]1[CH:3]=[CH:4][C:5]([O:8][C:9]2[CH:10]=[CH:11][C:12]([NH:19][C:20]3[CH:25]=[CH:24][C:23]([F:26])=[C:22]([F:27])[CH:21]=3)=[C:13]([CH:18]=2)[C:14]([O:16]C)=[O:15])=[N:6][CH:7]=1.Br[C:29]1[CH:34]=[CH:33][C:32]([F:35])=[C:31]([F:36])[CH:30]=1, predict the reaction product. The product is: [F:27][C:22]1[CH:21]=[C:20]([NH:19][C:12]2[CH:11]=[CH:10][C:9]([O:8][C:5]3[CH:4]=[CH:3][C:2]([NH:1][C:29]4[CH:34]=[CH:33][C:32]([F:35])=[C:31]([F:36])[CH:30]=4)=[CH:7][N:6]=3)=[CH:18][C:13]=2[C:14]([OH:16])=[O:15])[CH:25]=[CH:24][C:23]=1[F:26]. (8) Given the reactants Cl[CH2:2][CH2:3][CH2:4][N:5]1[C:18]2[CH:17]=[C:16]([C:19]([F:22])([F:21])[F:20])[CH:15]=[CH:14][C:13]=2[S:12][C:11]2[C:6]1=[CH:7][CH:8]=[CH:9][CH:10]=2.[Na+].[I-:24], predict the reaction product. The product is: [I:24][CH2:2][CH2:3][CH2:4][N:5]1[C:18]2[CH:17]=[C:16]([C:19]([F:22])([F:21])[F:20])[CH:15]=[CH:14][C:13]=2[S:12][C:11]2[C:6]1=[CH:7][CH:8]=[CH:9][CH:10]=2. (9) Given the reactants Br[CH2:2][C:3]([C:5]1[C:6]([CH3:17])=[N:7][O:8][C:9]=1[C:10]1[CH:15]=[CH:14][C:13]([Br:16])=[CH:12][CH:11]=1)=[O:4].[CH3:18][O:19][C:20]1[CH:21]=[C:22]([SH:26])[CH:23]=[CH:24][CH:25]=1, predict the reaction product. The product is: [Br:16][C:13]1[CH:14]=[CH:15][C:10]([C:9]2[O:8][N:7]=[C:6]([CH3:17])[C:5]=2[C:3](=[O:4])[CH2:2][S:26][C:22]2[CH:23]=[CH:24][CH:25]=[C:20]([O:19][CH3:18])[CH:21]=2)=[CH:11][CH:12]=1.